This data is from Full USPTO retrosynthesis dataset with 1.9M reactions from patents (1976-2016). The task is: Predict the reactants needed to synthesize the given product. Given the product [Br:1][C:2]1[N:6]([C:12]([O:14][C:15]([CH3:18])([CH3:17])[CH3:16])=[O:13])[C:5]([C:7]([O:9][CH2:10][CH3:11])=[O:8])=[CH:4][CH:3]=1, predict the reactants needed to synthesize it. The reactants are: [Br:1][C:2]1[NH:6][C:5]([C:7]([O:9][CH2:10][CH3:11])=[O:8])=[CH:4][CH:3]=1.[C:12](O[C:12]([O:14][C:15]([CH3:18])([CH3:17])[CH3:16])=[O:13])([O:14][C:15]([CH3:18])([CH3:17])[CH3:16])=[O:13].C(N(CC)CC)C.O.